Dataset: Reaction yield outcomes from USPTO patents with 853,638 reactions. Task: Predict the reaction yield, written as a fraction of the theoretical maximum amount of product (1.0 means a 100% yield; for example, 0.34 means a 34% yield). (1) The reactants are [N:1]1([C:7]([O:9][CH2:10][C:11]2[CH:16]=[CH:15][CH:14]=[CH:13][CH:12]=2)=[O:8])[CH2:6][CH2:5][NH:4][CH2:3][CH2:2]1.[Si:17]([O:24][CH2:25][CH:26]=O)([C:20]([CH3:23])([CH3:22])[CH3:21])([CH3:19])[CH3:18].ClC(Cl)C.C(O[BH-](OC(=O)C)OC(=O)C)(=O)C.[Na+].C(=O)(O)[O-].[Na+]. The catalyst is CO.O1CCCC1. The product is [Si:17]([O:24][CH2:25][CH2:26][N:4]1[CH2:5][CH2:6][N:1]([C:7]([O:9][CH2:10][C:11]2[CH:16]=[CH:15][CH:14]=[CH:13][CH:12]=2)=[O:8])[CH2:2][CH2:3]1)([C:20]([CH3:23])([CH3:22])[CH3:21])([CH3:19])[CH3:18]. The yield is 0.610. (2) The reactants are Br[C:2]1[S:6][C:5]([C:7]2[C:12]([C:13]3[CH:18]=[CH:17][N:16]=[CH:15][CH:14]=3)=[C:11]([C:19]3[CH:24]=[CH:23][C:22]([F:25])=[CH:21][CH:20]=3)[N:10]=[C:9]3[NH:26][N:27]([CH3:29])[CH2:28][C:8]=23)=[CH:4][CH:3]=1.[N:30]1[CH:35]=[CH:34][CH:33]=[C:32](B(O)O)[CH:31]=1.C([O-])([O-])=O.[K+].[K+].COCCOC. The catalyst is C(Cl)(Cl)Cl.O.C1C=CC([P]([Pd]([P](C2C=CC=CC=2)(C2C=CC=CC=2)C2C=CC=CC=2)([P](C2C=CC=CC=2)(C2C=CC=CC=2)C2C=CC=CC=2)[P](C2C=CC=CC=2)(C2C=CC=CC=2)C2C=CC=CC=2)(C2C=CC=CC=2)C2C=CC=CC=2)=CC=1. The product is [F:25][C:22]1[CH:23]=[CH:24][C:19]([C:11]2[C:12]([C:13]3[CH:14]=[CH:15][N:16]=[CH:17][CH:18]=3)=[C:7]([C:5]3[S:6][C:2]([C:32]4[CH:31]=[N:30][CH:35]=[CH:34][CH:33]=4)=[CH:3][CH:4]=3)[C:8]3[C:9](=[N:26][N:27]([CH3:29])[CH:28]=3)[N:10]=2)=[CH:20][CH:21]=1. The yield is 0.500.